This data is from Reaction yield outcomes from USPTO patents with 853,638 reactions. The task is: Predict the reaction yield, written as a fraction of the theoretical maximum amount of product (1.0 means a 100% yield; for example, 0.34 means a 34% yield). (1) The reactants are [NH2:1][C:2]1[CH:9]=[CH:8][C:5]([C:6]#[N:7])=[CH:4][C:3]=1[N+:10]([O-:12])=[O:11].C(N(CC)C(C)C)(C)C.[C:22]([O:26][C:27](O[C:27]([O:26][C:22]([CH3:25])([CH3:24])[CH3:23])=[O:28])=[O:28])([CH3:25])([CH3:24])[CH3:23]. The catalyst is CN(C)C1C=CN=CC=1.C(Cl)Cl.C(OC(OC(OC(C)(C)C)=O)=O)(C)(C)C. The product is [C:22]([O:26][C:27](=[O:28])[NH:1][C:2]1[CH:9]=[CH:8][C:5]([C:6]#[N:7])=[CH:4][C:3]=1[N+:10]([O-:12])=[O:11])([CH3:25])([CH3:24])[CH3:23]. The yield is 0.790. (2) The reactants are [NH2:1][C:2]1[CH:3]=[C:4]([CH:20]=[CH:21][C:22]=1[C:23]([F:26])([F:25])[F:24])[C:5]([NH:7][C:8]1[CH:13]=[CH:12][C:11]([C:14]2[CH:19]=[CH:18][CH:17]=[CH:16][CH:15]=2)=[CH:10][CH:9]=1)=[O:6].N1C=CC=CC=1.[Cl:33][CH2:34][C:35](Cl)=[O:36]. The catalyst is C(Cl)Cl. The product is [C:11]1([C:14]2[CH:19]=[CH:18][CH:17]=[CH:16][CH:15]=2)[CH:10]=[CH:9][C:8]([NH:7][C:5](=[O:6])[C:4]2[CH:20]=[CH:21][C:22]([C:23]([F:24])([F:25])[F:26])=[C:2]([NH:1][C:35](=[O:36])[CH2:34][Cl:33])[CH:3]=2)=[CH:13][CH:12]=1. The yield is 0.520.